Dataset: Reaction yield outcomes from USPTO patents with 853,638 reactions. Task: Predict the reaction yield, written as a fraction of the theoretical maximum amount of product (1.0 means a 100% yield; for example, 0.34 means a 34% yield). (1) The reactants are [F:1][C:2]([F:30])([F:29])[O:3][C:4]1[CH:9]=[CH:8][C:7]([N:10]2[CH:14]=[N:13][C:12]([C:15]3[CH:20]=[CH:19][C:18]([CH:21]([CH3:28])[CH2:22][C:23]([O:25]CC)=[O:24])=[CH:17][CH:16]=3)=[N:11]2)=[CH:6][CH:5]=1.[OH-].[Na+].Cl. The catalyst is CO. The product is [F:30][C:2]([F:1])([F:29])[O:3][C:4]1[CH:9]=[CH:8][C:7]([N:10]2[CH:14]=[N:13][C:12]([C:15]3[CH:20]=[CH:19][C:18]([CH:21]([CH3:28])[CH2:22][C:23]([OH:25])=[O:24])=[CH:17][CH:16]=3)=[N:11]2)=[CH:6][CH:5]=1. The yield is 0.280. (2) The reactants are [CH:1]([O:4][C:5](=[O:18])[C:6]1[CH:11]=[CH:10][C:9]([Br:12])=[CH:8][C:7]=1[CH2:13][NH:14][CH:15]1[CH2:17][CH2:16]1)([CH3:3])[CH3:2].[C:19](=O)([O-])[O-].[K+].[K+].CI. The catalyst is CC(C)=O. The product is [CH:1]([O:4][C:5](=[O:18])[C:6]1[CH:11]=[CH:10][C:9]([Br:12])=[CH:8][C:7]=1[CH2:13][N:14]([CH:15]1[CH2:16][CH2:17]1)[CH3:19])([CH3:3])[CH3:2]. The yield is 0.700.